From a dataset of Forward reaction prediction with 1.9M reactions from USPTO patents (1976-2016). Predict the product of the given reaction. Given the reactants [CH3:1][O:2][C:3](=[O:28])[CH2:4][N:5]([C:13]1[CH:18]=[CH:17][C:16]([Cl:19])=[CH:15][C:14]=1[O:20][CH2:21][C:22]1[CH:27]=[CH:26][CH:25]=[CH:24][CH:23]=1)C(OC(C)(C)C)=O, predict the reaction product. The product is: [CH3:1][O:2][C:3](=[O:28])[CH2:4][NH:5][C:13]1[CH:18]=[CH:17][C:16]([Cl:19])=[CH:15][C:14]=1[O:20][CH2:21][C:22]1[CH:27]=[CH:26][CH:25]=[CH:24][CH:23]=1.